From a dataset of hERG Central: cardiac toxicity at 1µM, 10µM, and general inhibition. Predict hERG channel inhibition at various concentrations. The compound is CCN(CC)C1CCN(C(=O)c2cc(COc3ccc(F)cc3Cl)on2)C1. Results: hERG_inhib (hERG inhibition (general)): blocker.